Dataset: Experimentally validated miRNA-target interactions with 360,000+ pairs, plus equal number of negative samples. Task: Binary Classification. Given a miRNA mature sequence and a target amino acid sequence, predict their likelihood of interaction. (1) The miRNA is rno-miR-324-5p with sequence CGCAUCCCCUAGGGCAUUGGUGU. The protein sequence of the target gene is MTRQAGSSWLLRGLLLFALFASGVAPFNWDLPEPRSRASKIRVHPRGNLWATGHFMGKKSLEPPSLSLVGTAPPNTPRDQRLQLSHDLLRILLRKKALGMNFSGPAPPIQYRRLLEPLLQK. Result: 0 (no interaction). (2) The miRNA is mmu-miR-3089-3p with sequence AGCAUCUGCUGAUCCUGAGCUGU. The protein sequence of the target gene is MGVPKFYRWISERYPCLSEVVKEHQIPEFDNLYLDMNGIIHQCSHPNDDDVHFRISDDKIFTDIFHYLEVLFRIIKPRKVFFMAVDGVAPRAKMNQQRGRRFRSAKEAEDKIKKAIEKGETLPTEARFDSNCITPGTEFMARLHEHLKYFVNMKISTDKSWQGVTIYFSGHETPGEGEHKIMEFIRSEKAKPDHDPNTRHCLYGLDADLIMLGLTSHEAHFSLLREEVRFGGKKTQRVCAPEETTFHLLHLSLMREYIDYEFSVLKEKITFKYDIERIIDDWILMGFLVGNDFIPHLPHL.... Result: 0 (no interaction). (3) The miRNA is hsa-miR-491-5p with sequence AGUGGGGAACCCUUCCAUGAGG. The protein sequence of the target gene is MMKRQLHRMRQLAQTGSLGRTPETAEFLGEDLLQVEQRLEPAKRAAHNIHKRLQACLQGQSGADMDKRVKKLPLMALSTTMAESFKELDPDSSMGKALEMSCAIQNQLARILAEFEMTLERDVLQPLSRLSEEELPAILKHKKSLQKLVSDWNTLKSRLSQATKNSGSSQGLGGSPGSHSHTTMANKVETLKEEEEELKRKVEQCRDEYLADLYHFVTKEDSYANYFIRLLEIQADYHRRSLSSLDTALAELRENHGQADHSPSMTATHFPRVYGVSLATHLQELGREIALPIEACVMML.... Result: 1 (interaction). (4) The miRNA is hsa-miR-4253 with sequence AGGGCAUGUCCAGGGGGU. The protein sequence of the target gene is MSEEKPKEGVKTENDHINLKVAGQDGSVVQFKIKRHTPLSKLMKAYCERQGLSMRQIRFRFDGQPINETDTPAQLEMEDEDTIDVFQQQTGGVPESSLAGHSF. Result: 0 (no interaction). (5) The miRNA is mmu-miR-709 with sequence GGAGGCAGAGGCAGGAGGA. The protein sequence of the target gene is MQRLQICVYIYLFVLIVAGPVDLSENSEQKENVEKEGLCNACMWRQNTKSSRIEAIKIQILSKLRLETAPNISRDAVRQLLPRAPPLRELIDQYDVQRDDSSDGSLEDDDYHATTETVIAMPAETDLLMQVEGKPKCCFFKFSSKIQYNKVVKAQLWIYLRPVKTPTTVFVQILRLIKPMKDGTRYTGIRSLKLDMNPGTGIWQSIDVKTVLQNWLKQPESNLGIEIKALDENGHDLAVTFPGPGEDGLNPFLEVKVTDTPKRSRRDFGLDCDEHSTESRCCRYPLTVDFEAFGWDWIIA.... Result: 0 (no interaction). (6) The miRNA is hsa-miR-891a-5p with sequence UGCAACGAACCUGAGCCACUGA. The protein sequence of the target gene is MKELQDIARLSDRFISVELVNENLFDWNVKLHQVDKDSVLWQDMKETNTEFILLNLTFPDNFPFSPPFMRVLSPRLENGYVLDGGAICMELLTPRGWSSAYTVEAVMRQFAASLVKGQGRICRKAGKSKKSFSRKEAEATFKSLVKTHEKYGWVTPPVSDG. Result: 0 (no interaction). (7) The miRNA is mmu-miR-466i-5p with sequence UGUGUGUGUGUGUGUGUGUG. The protein sequence of the target gene is MQSKRDCELWCERVNPENKAALEAWVRETGIRLVQVNGQRKYGGPPPGWVGSPPPAGSEVFIGRLPQDVYEHQLIPLFQRVGRLYEFRLMMTFSGLNRGFAYARYSSRRGAQAAIATLHNHPLRPSCPLLVCRSTEKCELSVDGLPPNLTRSALLLALQPLGPGLQEARLLPSPGPAPGQIALLKFSSHRAAAMAKKALVEGQSHLCGEQVAVEWLKPDLKQRLRQQLVGPFLRSPQPEGSQLALARDKLGFQGARATLQLLCQRMKLGSPVFLTKCLGIGPAGWHRFWYQVVIPGHPVP.... Result: 0 (no interaction). (8) The miRNA is mmu-miR-1264-5p with sequence AGGUCCUCAAUAAGUAUUUGUU. The protein sequence of the target gene is MAGSDVASEGPSPRDGATRRPGATGGLRSQAAASCPEPLSAAEAPAERGALPAWMRLYFYGMHGITLDVLVSSARRFARSLDLRMLGFSSPYRCLLHSLTHFALEQLYLQRPRCPSAFLFNFLLYPSAHVGLQTLAGQALRLSLGGGPGGAAAPALGALDLALQYVLALYHGQVFLKRFLCLRYPRRRDQHTRDTLPAARDAQILWEAGGQRRGPGGARGTERSPTQGLPDLLRFLFFGMHGFLDEIFFTFFFNVLGQGDRASSGHTSLWSFFMYGSCSFVVEKLYFHLHYSRGWGTWKR.... Result: 0 (no interaction). (9) The miRNA is hsa-miR-671-5p with sequence AGGAAGCCCUGGAGGGGCUGGAG. The protein sequence of the target gene is MATALALRSLYRARPSLRCPPVELPWAPRRGHRLSPADDELYQRTRISLLQREAAQAMYIDSYNSRGFMINGNRVLGPCALLPHSVVQWNVGSHQDITEDSFSLFWLLEPRIEIVVVGTGDRTERLQSQVLQAMRQRGIAVEVQDTPNACATFNFLCHEGRVTGAALIPPPGGTSLTSLGQAAQ. Result: 1 (interaction).